This data is from Peptide-MHC class II binding affinity with 134,281 pairs from IEDB. The task is: Regression. Given a peptide amino acid sequence and an MHC pseudo amino acid sequence, predict their binding affinity value. This is MHC class II binding data. (1) The peptide sequence is QVHFQPLAAAAKAAS. The MHC is DRB5_0101 with pseudo-sequence DRB5_0101. The binding affinity (normalized) is 0.362. (2) The peptide sequence is SIMKLPLSTKENDED. The MHC is DRB1_0101 with pseudo-sequence DRB1_0101. The binding affinity (normalized) is 0.627. (3) The peptide sequence is GYILRDISKIPGGNM. The MHC is DRB1_0802 with pseudo-sequence DRB1_0802. The binding affinity (normalized) is 0.645. (4) The peptide sequence is DVDLFLTGTPDEYVEQV. The binding affinity (normalized) is 0.292. The MHC is HLA-DPA10301-DPB10402 with pseudo-sequence HLA-DPA10301-DPB10402. (5) The peptide sequence is MLTLFILIITSTIKA. The MHC is DRB1_1602 with pseudo-sequence DRB1_1602. The binding affinity (normalized) is 0.368.